This data is from Catalyst prediction with 721,799 reactions and 888 catalyst types from USPTO. The task is: Predict which catalyst facilitates the given reaction. Reactant: [CH3:1][O:2][P:3]([CH2:7][CH2:8]O)(=[O:6])[O:4][CH3:5].N1C(C)=CC=CC=1C.[F:18][C:19]([F:32])([F:31])[S:20]([O:23]S(C(F)(F)F)(=O)=O)(=[O:22])=[O:21]. Product: [CH3:1][O:2][P:3]([CH:7]([O:23][S:20]([C:19]([F:32])([F:31])[F:18])(=[O:22])=[O:21])[CH3:8])([O:4][CH3:5])=[O:6]. The catalyst class is: 4.